From a dataset of Peptide-MHC class II binding affinity with 134,281 pairs from IEDB. Regression. Given a peptide amino acid sequence and an MHC pseudo amino acid sequence, predict their binding affinity value. This is MHC class II binding data. The peptide sequence is EIVQFLEETFAAYDQ. The MHC is HLA-DPA10103-DPB10301 with pseudo-sequence HLA-DPA10103-DPB10301. The binding affinity (normalized) is 0.385.